This data is from Catalyst prediction with 721,799 reactions and 888 catalyst types from USPTO. The task is: Predict which catalyst facilitates the given reaction. (1) Reactant: CS(C)=O.[CH3:5][O:6][C:7](=[O:23])[CH2:8][CH2:9][CH2:10][C:11]#[C:12][CH2:13][N:14]1[C:19](=[O:20])[CH2:18][CH2:17][CH2:16][CH:15]1[CH2:21][OH:22].FC(F)(F)C([O-])=O.[NH+]1C=CC=CC=1. Product: [CH3:5][O:6][C:7](=[O:23])[CH2:8][CH2:9][CH2:10][C:11]#[C:12][CH2:13][N:14]1[C:19](=[O:20])[CH2:18][CH2:17][CH2:16][CH:15]1[CH:21]=[O:22]. The catalyst class is: 48. (2) Reactant: [C:1]([O:5][C:6]([N:8]1[CH2:13][CH2:12][CH:11]([OH:14])[CH2:10][CH:9]1[CH2:15][CH:16]([CH3:18])[CH3:17])=[O:7])([CH3:4])([CH3:3])[CH3:2].CC(OI1(OC(C)=O)(OC(C)=O)OC(=O)C2C1=CC=CC=2)=O. Product: [C:1]([O:5][C:6]([N:8]1[CH2:13][CH2:12][C:11](=[O:14])[CH2:10][CH:9]1[CH2:15][CH:16]([CH3:18])[CH3:17])=[O:7])([CH3:4])([CH3:3])[CH3:2]. The catalyst class is: 2. (3) Reactant: [ClH:1].[CH3:2][S:3]([NH:6][CH2:7][CH2:8][CH2:9][CH2:10][NH:11]C(=O)OC(C)(C)C)(=[O:5])=[O:4]. Product: [ClH:1].[NH2:11][CH2:10][CH2:9][CH2:8][CH2:7][NH:6][S:3]([CH3:2])(=[O:5])=[O:4]. The catalyst class is: 8. (4) Reactant: [NH2:1][C:2]1[C:7]([C:8]#[N:9])=[C:6]([O:10][CH2:11][CH3:12])[N:5]=[C:4]([C:13]([OH:15])=O)[CH:3]=1.C(N=C=NCCCN(C)C)C.O.ON1C2C=CC=CC=2N=N1.C(N(C(C)C)CC)(C)C.[NH2:47][CH2:48][CH:49]1[CH2:54][CH2:53][N:52]([C:55]([O:57][C:58]([CH3:61])([CH3:60])[CH3:59])=[O:56])[CH2:51][CH2:50]1. Product: [NH2:1][C:2]1[C:7]([C:8]#[N:9])=[C:6]([O:10][CH2:11][CH3:12])[N:5]=[C:4]([C:13]([NH:47][CH2:48][CH:49]2[CH2:54][CH2:53][N:52]([C:55]([O:57][C:58]([CH3:61])([CH3:60])[CH3:59])=[O:56])[CH2:51][CH2:50]2)=[O:15])[CH:3]=1. The catalyst class is: 96. (5) Product: [CH:11]1([N:8]2[C:6]3[N:7]=[C:2]([C:33]4[CH2:32][C:31]([CH3:45])([CH3:44])[NH:30][C:29]([CH3:46])([CH3:28])[CH:34]=4)[CH:3]=[C:4]([C:15]([NH:17][CH2:18][C:19]4[C:20](=[O:27])[NH:21][C:22]([CH3:26])=[CH:23][C:24]=4[CH3:25])=[O:16])[C:5]=3[CH:10]=[N:9]2)[CH2:14][CH2:13][CH2:12]1. Reactant: Br[C:2]1[CH:3]=[C:4]([C:15]([NH:17][CH2:18][C:19]2[C:20](=[O:27])[NH:21][C:22]([CH3:26])=[CH:23][C:24]=2[CH3:25])=[O:16])[C:5]2[CH:10]=[N:9][N:8]([CH:11]3[CH2:14][CH2:13][CH2:12]3)[C:6]=2[N:7]=1.[CH3:28][C:29]1([CH3:46])[CH2:34][C:33](B2OC(C)(C)C(C)(C)O2)=[CH:32][C:31]([CH3:45])([CH3:44])[NH:30]1.C([O-])([O-])=O.[Na+].[Na+].CCOC(C)=O. The catalyst class is: 77.